Predict which catalyst facilitates the given reaction. From a dataset of Catalyst prediction with 721,799 reactions and 888 catalyst types from USPTO. (1) Reactant: [S:1]1[CH:5]=[CH:4][CH:3]=[C:2]1[CH2:6][C:7](Cl)=[O:8].[NH:10]1[CH2:15][CH2:14][O:13][CH2:12][CH2:11]1. Product: [S:1]1[CH:5]=[CH:4][CH:3]=[C:2]1[CH2:6][C:7]([N:10]1[CH2:15][CH2:14][O:13][CH2:12][CH2:11]1)=[O:8]. The catalyst class is: 2. (2) Reactant: [CH:1]1([N:6]2[CH2:12][C:11]3([CH2:14][CH2:13]3)[C:10](=[O:15])[N:9]([CH3:16])[C:8]3[CH:17]=[N:18][C:19]([NH:21][C:22]4[CH:30]=[CH:29][C:25]([C:26](O)=[O:27])=[CH:24][C:23]=4[O:31][CH3:32])=[N:20][C:7]2=3)[CH2:5][CH2:4][CH2:3][CH2:2]1.CCN(C(C)C)C(C)C.CN(C(ON1N=NC2C=CC=CC1=2)=[N+](C)C)C.[B-](F)(F)(F)F.[CH2:64]([N:66]1[CH2:72][CH2:71][CH2:70][N:69]([CH:73]2[CH2:78][CH2:77][CH:76]([NH2:79])[CH2:75][CH2:74]2)[CH2:68][CH2:67]1)[CH3:65]. Product: [CH:1]1([N:6]2[CH2:12][C:11]3([CH2:14][CH2:13]3)[C:10](=[O:15])[N:9]([CH3:16])[C:8]3[CH:17]=[N:18][C:19]([NH:21][C:22]4[CH:30]=[CH:29][C:25]([C:26]([NH:79][CH:76]5[CH2:75][CH2:74][CH:73]([N:69]6[CH2:70][CH2:71][CH2:72][N:66]([CH2:64][CH3:65])[CH2:67][CH2:68]6)[CH2:78][CH2:77]5)=[O:27])=[CH:24][C:23]=4[O:31][CH3:32])=[N:20][C:7]2=3)[CH2:5][CH2:4][CH2:3][CH2:2]1. The catalyst class is: 3. (3) Reactant: Br[C:2]1[CH:7]=[CH:6][CH:5]=[CH:4][C:3]=1[CH:8]1[N:13]2[CH:14]=[N:15][CH:16]=[C:12]2[CH2:11][CH2:10][CH2:9]1.[S:17]1[CH:21]=[CH:20][CH:19]=[C:18]1B(O)O.C([O-])([O-])=O.[Na+].[Na+]. Product: [S:17]1[CH:21]=[CH:20][CH:19]=[C:18]1[C:2]1[CH:7]=[CH:6][CH:5]=[CH:4][C:3]=1[CH:8]1[N:13]2[CH:14]=[N:15][CH:16]=[C:12]2[CH2:11][CH2:10][CH2:9]1. The catalyst class is: 104. (4) Product: [CH2:20]([C@@H:18]1[CH2:19][N:14]2[C:15]([C:16]3[NH:8][C:9]([CH2:31][N:34]([CH3:35])[CH3:33])=[N:10][C:11]=3[N:12]([CH2:28][CH2:29][CH3:30])[C:13]2=[O:27])=[N:17]1)[C:21]1[CH:22]=[CH:23][CH:24]=[CH:25][CH:26]=1. Reactant: C([N:8]1[C:16]2[C:15]3=[N:17][C@H:18]([CH2:20][C:21]4[CH:26]=[CH:25][CH:24]=[CH:23][CH:22]=4)[CH2:19][N:14]3[C:13](=[O:27])[N:12]([CH2:28][CH2:29][CH3:30])[C:11]=2[N:10]=[C:9]1[CH2:31]Cl)C1C=CC=CC=1.[CH3:33][NH:34][CH3:35]. The catalyst class is: 7. (5) Reactant: CC1(C)[O:6][C@@H:5]([CH2:7][O:8][C:9]2[N:14]=[C:13]([NH:15][C:16]([N:18]3[CH2:23][CH2:22][O:21][C:20]4[CH:24]=[CH:25][C:26]([C:28]5[CH:33]=[CH:32][CH:31]=[C:30]([C:34]([F:37])([F:36])[F:35])[CH:29]=5)=[N:27][C:19]3=4)=[O:17])[CH:12]=[CH:11][CH:10]=2)[CH2:4][O:3]1. Product: [OH:6][C@H:5]([CH2:4][OH:3])[CH2:7][O:8][C:9]1[N:14]=[C:13]([NH:15][C:16]([N:18]2[CH2:23][CH2:22][O:21][C:20]3[CH:24]=[CH:25][C:26]([C:28]4[CH:33]=[CH:32][CH:31]=[C:30]([C:34]([F:35])([F:37])[F:36])[CH:29]=4)=[N:27][C:19]2=3)=[O:17])[CH:12]=[CH:11][CH:10]=1. The catalyst class is: 240. (6) Reactant: [N+:1]([C:4]1[CH:9]=[CH:8][C:7]([N:10]2[CH2:15][CH2:14][CH2:13][CH2:12][CH2:11]2)=[CH:6][C:5]=1[C:16]1[CH:21]=[C:20]([NH:22][CH2:23][C:24]2[CH:29]=[CH:28][CH:27]=[C:26]([C:30]([F:33])([F:32])[F:31])[CH:25]=2)[CH:19]=[CH:18][N:17]=1)([O-:3])=[O:2].[CH3:34][C:35]([O:38][C:39](O[C:39]([O:38][C:35]([CH3:37])([CH3:36])[CH3:34])=[O:40])=[O:40])([CH3:37])[CH3:36]. Product: [N+:1]([C:4]1[CH:9]=[CH:8][C:7]([N:10]2[CH2:11][CH2:12][CH2:13][CH2:14][CH2:15]2)=[CH:6][C:5]=1[C:16]1[CH:21]=[C:20]([N:22]([CH2:23][C:24]2[CH:29]=[CH:28][CH:27]=[C:26]([C:30]([F:33])([F:32])[F:31])[CH:25]=2)[C:39](=[O:40])[O:38][C:35]([CH3:37])([CH3:36])[CH3:34])[CH:19]=[CH:18][N:17]=1)([O-:3])=[O:2]. The catalyst class is: 112.